The task is: Predict the reactants needed to synthesize the given product.. This data is from Full USPTO retrosynthesis dataset with 1.9M reactions from patents (1976-2016). (1) Given the product [CH3:13][CH:12]1[CH2:11][NH:10][CH2:9][CH2:8][C:7]2[N:20]=[C:3]([OH:2])[CH:4]=[CH:5][C:6]1=2, predict the reactants needed to synthesize it. The reactants are: C[O:2][C:3]1[CH:4]=[CH:5][C:6]2[CH:12]([CH3:13])[CH2:11][N:10](C(=O)C(F)(F)F)[CH2:9][CH2:8][C:7]=2[N:20]=1. (2) Given the product [Br:18][C:8]1[NH:7][C:6]2[C:5](=[O:11])[NH:4][C:3](=[O:12])[N:2]([CH3:1])[C:10]=2[N:9]=1, predict the reactants needed to synthesize it. The reactants are: [CH3:1][N:2]1[C:10]2[N:9]=[CH:8][NH:7][C:6]=2[C:5](=[O:11])[NH:4][C:3]1=[O:12].C([O-])(=O)C.[Na+].[Br:18]Br.C(Cl)Cl.CO.